This data is from Reaction yield outcomes from USPTO patents with 853,638 reactions. The task is: Predict the reaction yield, written as a fraction of the theoretical maximum amount of product (1.0 means a 100% yield; for example, 0.34 means a 34% yield). (1) The reactants are [O-]CC.[Na+].[C:5]([NH:8][CH:9]([C:15]([O:17][CH2:18][CH3:19])=[O:16])[C:10]([O:12][CH2:13][CH3:14])=[O:11])(=[O:7])[CH3:6].[CH3:20][C:21]([N+:27]([O-:29])=[O:28])([CH3:26])[CH2:22][CH2:23][CH2:24]I. The catalyst is C(O)C. The product is [C:5]([NH:8][C:9]([CH2:24][CH2:23][CH2:22][C:21]([CH3:26])([N+:27]([O-:29])=[O:28])[CH3:20])([C:15]([O:17][CH2:18][CH3:19])=[O:16])[C:10]([O:12][CH2:13][CH3:14])=[O:11])(=[O:7])[CH3:6]. The yield is 0.834. (2) The reactants are C(O[C:6](=O)[NH:7][C@@H:8]1[CH2:12][CH2:11][N:10]([C:13]2[CH:18]=[CH:17][C:16]([N:19]3[CH2:24][CH2:23][C:22]4[CH:25]=[C:26]([C:28]5[CH:33]=[CH:32][C:31]([Cl:34])=[CH:30][CH:29]=5)[S:27][C:21]=4[C:20]3=[O:35])=[CH:15][N:14]=2)[CH2:9]1)(C)(C)C.[H-].[Na+].IC. The catalyst is CN(C=O)C. The product is [Cl:34][C:31]1[CH:32]=[CH:33][C:28]([C:26]2[S:27][C:21]3[C:20](=[O:35])[N:19]([C:16]4[CH:15]=[N:14][C:13]([N:10]5[CH2:11][CH2:12][C@@H:8]([NH:7][CH3:6])[CH2:9]5)=[CH:18][CH:17]=4)[CH2:24][CH2:23][C:22]=3[CH:25]=2)=[CH:29][CH:30]=1. The yield is 0.720.